Task: Predict the product of the given reaction.. Dataset: Forward reaction prediction with 1.9M reactions from USPTO patents (1976-2016) (1) Given the reactants [O:1]1[CH2:6][CH2:5][CH2:4][O:3][CH:2]1[CH2:7][CH2:8][Mg]Br.[O:11]=[C:12]1[CH2:18][CH:17]2[N:19]([C:20]3[C:29]4[C:24](=[CH:25][CH:26]=[CH:27][CH:28]=4)[C:23]([C:30]#[N:31])=[CH:22][CH:21]=3)[CH:14]([CH2:15][CH2:16]2)[CH2:13]1, predict the reaction product. The product is: [O:1]1[CH2:6][CH2:5][CH2:4][O:3][CH:2]1[CH2:7][CH2:8][C:12]1([OH:11])[CH2:13][CH:14]2[N:19]([C:20]3[C:29]4[C:24](=[CH:25][CH:26]=[CH:27][CH:28]=4)[C:23]([C:30]#[N:31])=[CH:22][CH:21]=3)[CH:17]([CH2:16][CH2:15]2)[CH2:18]1. (2) Given the reactants Br[C:2]1[CH:7]=[CH:6][C:5]([C:8]2([C:11]([N:13]3[CH2:17][CH2:16][C@@:15]4([C:21]5[CH:22]=[CH:23][CH:24]=[CH:25][C:20]=5[C:19](=[O:26])[O:18]4)[CH2:14]3)=[O:12])[CH2:10][CH2:9]2)=[C:4]([F:27])[CH:3]=1.[NH:28]1[CH2:32][CH2:31][CH2:30][C:29]1=[O:33].[C@@H]1(N)CCCC[C@H]1N.C(=O)([O-])[O-].[K+].[K+], predict the reaction product. The product is: [F:27][C:4]1[CH:3]=[C:2]([N:28]2[CH2:32][CH2:31][CH2:30][C:29]2=[O:33])[CH:7]=[CH:6][C:5]=1[C:8]1([C:11]([N:13]2[CH2:17][CH2:16][C@@:15]3([C:21]4[CH:22]=[CH:23][CH:24]=[CH:25][C:20]=4[C:19](=[O:26])[O:18]3)[CH2:14]2)=[O:12])[CH2:10][CH2:9]1.